Dataset: Reaction yield outcomes from USPTO patents with 853,638 reactions. Task: Predict the reaction yield, written as a fraction of the theoretical maximum amount of product (1.0 means a 100% yield; for example, 0.34 means a 34% yield). The reactants are [CH3:1][O:2][C:3](=[O:27])[C:4]1[C:5](=[C:10]([CH3:26])[C:11]([O:18][S:19]([C:22]([F:25])([F:24])[F:23])(=[O:21])=[O:20])=[CH:12][C:13]=1[O:14]CC=C)[C:6]([O:8][CH3:9])=[O:7].C(NCC)C. The catalyst is C1(C)C=CC=CC=1. The product is [CH3:1][O:2][C:3](=[O:27])[C:4]1[C:5](=[C:10]([CH3:26])[C:11]([O:18][S:19]([C:22]([F:23])([F:25])[F:24])(=[O:21])=[O:20])=[CH:12][C:13]=1[OH:14])[C:6]([O:8][CH3:9])=[O:7]. The yield is 0.550.